Dataset: Catalyst prediction with 721,799 reactions and 888 catalyst types from USPTO. Task: Predict which catalyst facilitates the given reaction. (1) Reactant: [C:1]([C:4]1[N:5]=[C:6]([CH:9]2[CH2:14][CH2:13][N:12]([C:15]([O:17][C:18]([CH3:21])([CH3:20])[CH3:19])=[O:16])[CH2:11][CH2:10]2)[S:7][CH:8]=1)([OH:3])=O.Cl.CN(C)CCCN=C=NCC.C(N(CC)CC)C.[CH3:41][NH:42][C@H:43]1[C:52]2[C:47](=[CH:48][CH:49]=[CH:50][CH:51]=2)[CH2:46][CH2:45][CH2:44]1. Product: [CH3:41][N:42]([C@H:43]1[C:52]2[C:47](=[CH:48][CH:49]=[CH:50][CH:51]=2)[CH2:46][CH2:45][CH2:44]1)[C:1]([C:4]1[N:5]=[C:6]([CH:9]2[CH2:14][CH2:13][N:12]([C:15]([O:17][C:18]([CH3:21])([CH3:20])[CH3:19])=[O:16])[CH2:11][CH2:10]2)[S:7][CH:8]=1)=[O:3]. The catalyst class is: 4. (2) Reactant: C([O:5][C:6](=[O:32])[CH2:7][C@H:8]([C:17]([N:19]1[C@@H:23]([CH2:24][C:25]2[CH:30]=[CH:29][CH:28]=[CH:27][CH:26]=2)[CH2:22][O:21][C:20]1=[O:31])=[O:18])[CH2:9][CH2:10][CH:11]1[CH2:16][CH2:15][CH2:14][CH2:13][CH2:12]1)(C)(C)C.C(Cl)Cl.C(O)(C(F)(F)F)=O. Product: [CH2:24]([C@H:23]1[CH2:22][O:21][C:20](=[O:31])[N:19]1[C:17]([C@H:8]([CH2:9][CH2:10][CH:11]1[CH2:12][CH2:13][CH2:14][CH2:15][CH2:16]1)[CH2:7][C:6]([OH:32])=[O:5])=[O:18])[C:25]1[CH:26]=[CH:27][CH:28]=[CH:29][CH:30]=1. The catalyst class is: 6. (3) Reactant: [F:1][C:2]([F:22])([F:21])[C:3]1[CH:8]=[CH:7][C:6]([C:9]2[CH:10]=[CH:11][C:12]3[O:18][CH2:17][CH2:16][NH:15][C:14](=[O:19])[C:13]=3[CH:20]=2)=[CH:5][CH:4]=1.[H-].[Na+].Cl[CH2:26][C:27]1[N:28]=[C:29]2[CH:34]=[CH:33][CH:32]=[CH:31][N:30]2[CH:35]=1.C(OCC)(=O)C. Product: [N:28]1[C:27]([CH2:26][N:15]2[C:14](=[O:19])[C:13]3[CH:20]=[C:9]([C:6]4[CH:5]=[CH:4][C:3]([C:2]([F:1])([F:21])[F:22])=[CH:8][CH:7]=4)[CH:10]=[CH:11][C:12]=3[O:18][CH2:17][CH2:16]2)=[CH:35][N:30]2[CH:31]=[CH:32][CH:33]=[CH:34][C:29]=12. The catalyst class is: 1. (4) Reactant: [C:1]([O:4][C:5]1[CH:14]=[C:13](C(Br)Br)[C:12]([Br:18])=[CH:11][C:6]=1C(OC)=O)(=O)[CH3:2].[C:19](=[O:22])([O-])[O-:20].[Ca+2].[C:24](=[O:27])([O-])[O-].[K+].[K+].[F:30][C:31]1[CH:38]=[CH:37][C:34]([CH2:35]Br)=[CH:33][CH:32]=1. Product: [Br:18][C:12]1[C:13]([CH:24]=[O:27])=[CH:14][C:5]([O:4][CH2:1][C:2]2[CH:37]=[CH:38][C:31]([F:30])=[CH:32][CH:33]=2)=[C:6]([CH:11]=1)[C:19]([O:20][CH2:35][C:34]1[CH:37]=[CH:38][C:31]([F:30])=[CH:32][CH:33]=1)=[O:22]. The catalyst class is: 708. (5) Reactant: C([O:5][C:6](=[O:33])[C:7]1[CH:12]=[CH:11][C:10]([CH2:13][N:14]2[CH:23]=[CH:22][C:21]3[C:16](=[CH:17][C:18]([C:24]#[C:25][CH2:26][N:27]4[CH:31]=[N:30][CH:29]=[N:28]4)=[CH:19][CH:20]=3)[C:15]2=[O:32])=[CH:9][CH:8]=1)(C)(C)C. Product: [O:32]=[C:15]1[C:16]2[C:21](=[CH:20][CH:19]=[C:18]([C:24]#[C:25][CH2:26][N:27]3[CH:31]=[N:30][CH:29]=[N:28]3)[CH:17]=2)[CH:22]=[CH:23][N:14]1[CH2:13][C:10]1[CH:9]=[CH:8][C:7]([C:6]([OH:33])=[O:5])=[CH:12][CH:11]=1. The catalyst class is: 55. (6) Reactant: Br[C:2]1[C:3]([C@@H:8]([NH:19][C:20](=[O:26])[O:21][C:22]([CH3:25])([CH3:24])[CH3:23])[C:9]2[CH:14]=[CH:13][C:12]([C:15]([F:18])([F:17])[F:16])=[CH:11][CH:10]=2)=[N:4][CH:5]=[CH:6][CH:7]=1.O1CCOCC1.[CH2:33]([Sn](CCCC)(CCCC)C#CC)[CH2:34][CH2:35]C. Product: [C:33]([C:2]1[C:3]([C@@H:8]([NH:19][C:20](=[O:26])[O:21][C:22]([CH3:25])([CH3:24])[CH3:23])[C:9]2[CH:14]=[CH:13][C:12]([C:15]([F:17])([F:16])[F:18])=[CH:11][CH:10]=2)=[N:4][CH:5]=[CH:6][CH:7]=1)#[C:34][CH3:35]. The catalyst class is: 25. (7) Reactant: C([N:8]([C@H:19]([CH3:40])[CH2:20][C:21]1[CH:26]=[CH:25][C:24]([S:27]([C:30]2[CH:39]=[CH:38][C:33]([C:34]([O:36][CH3:37])=[O:35])=[CH:32][CH:31]=2)(=[O:29])=[O:28])=[CH:23][CH:22]=1)[CH2:9][C@@H:10]([C:12]1[CH:13]=[N:14][C:15](Cl)=[CH:16][CH:17]=1)[OH:11])C1C=CC=CC=1.C([O-])=O.[NH4+]. Product: [OH:11][C@H:10]([C:12]1[CH:13]=[N:14][CH:15]=[CH:16][CH:17]=1)[CH2:9][NH:8][C@H:19]([CH3:40])[CH2:20][C:21]1[CH:22]=[CH:23][C:24]([S:27]([C:30]2[CH:39]=[CH:38][C:33]([C:34]([O:36][CH3:37])=[O:35])=[CH:32][CH:31]=2)(=[O:29])=[O:28])=[CH:25][CH:26]=1. The catalyst class is: 43. (8) Product: [ClH:2].[ClH:1].[ClH:2].[ClH:2].[NH2:35][C@@H:10]([C:11]1[N:15]2[C:16]([NH:33][CH3:34])=[CH:17][C:18]([C:20]3[CH:25]=[CH:24][N:23]=[C:22]([NH:26][C:27]4[N:31]([CH3:32])[N:30]=[CH:29][CH:28]=4)[N:21]=3)=[CH:19][C:14]2=[N:13][N:12]=1)[CH2:9][C:6]1[CH:7]=[CH:8][C:3]([Cl:2])=[CH:4][CH:5]=1. The catalyst class is: 258. Reactant: [ClH:1].[Cl:2][C:3]1[CH:8]=[CH:7][C:6]([CH2:9][C@@H:10]([NH:35]C(=O)OC(C)(C)C)[C:11]2[N:15]3[C:16]([NH:33][CH3:34])=[CH:17][C:18]([C:20]4[CH:25]=[CH:24][N:23]=[C:22]([NH:26][C:27]5[N:31]([CH3:32])[N:30]=[CH:29][CH:28]=5)[N:21]=4)=[CH:19][C:14]3=[N:13][N:12]=2)=[CH:5][CH:4]=1. (9) Reactant: [Cl:1][C:2]1[CH:7]=[CH:6][C:5]([S:8][C:9]2[C:17]3[C:16]([CH:18]([OH:20])[CH3:19])=[CH:15][C:14]([F:21])=[CH:13][C:12]=3[N:11]3[CH2:22][CH2:23][CH:24]([CH2:25][C:26]([O:28][CH3:29])=[O:27])[C:10]=23)=[CH:4][CH:3]=1.[H-].[Na+].[CH3:32]I. Product: [Cl:1][C:2]1[CH:7]=[CH:6][C:5]([S:8][C:9]2[C:17]3[C:16]([CH:18]([O:20][CH3:32])[CH3:19])=[CH:15][C:14]([F:21])=[CH:13][C:12]=3[N:11]3[CH2:22][CH2:23][CH:24]([CH2:25][C:26]([O:28][CH3:29])=[O:27])[C:10]=23)=[CH:4][CH:3]=1. The catalyst class is: 3.